This data is from Full USPTO retrosynthesis dataset with 1.9M reactions from patents (1976-2016). The task is: Predict the reactants needed to synthesize the given product. (1) Given the product [C:1]([C:4]1[CH:5]=[CH:6][C:7]([O:15][CH3:16])=[C:8]([CH2:10][CH:11]=[O:14])[CH:9]=1)(=[O:3])[CH3:2], predict the reactants needed to synthesize it. The reactants are: [C:1]([C:4]1[CH:5]=[CH:6][C:7]([O:15][CH3:16])=[C:8]([CH2:10][CH:11]([OH:14])CO)[CH:9]=1)(=[O:3])[CH3:2].I([O-])(=O)(=O)=O.[Na+]. (2) Given the product [ClH:1].[Br:2][C:3]1[CH:14]=[C:13]2[C:6](=[CH:5][CH:4]=1)[NH:7][C:8]1[CH:15]([CH2:16][CH:17]([CH3:19])[CH3:18])[NH:12][CH2:11][CH2:10][C:9]2=1, predict the reactants needed to synthesize it. The reactants are: [ClH:1].[Br:2][C:3]1[CH:14]=[C:13]2[C:6]([NH:7][CH:8]=[C:9]2[CH2:10][CH2:11][NH2:12])=[CH:5][CH:4]=1.[CH:15](=O)[CH2:16][CH:17]([CH3:19])[CH3:18]. (3) Given the product [Br:13][CH2:14][CH2:15][CH2:16][CH2:17][O:1][C:2]1[CH:11]=[C:10]2[C:5]([CH2:6][CH2:7][NH:8][C:9]2=[O:12])=[CH:4][CH:3]=1, predict the reactants needed to synthesize it. The reactants are: [OH:1][C:2]1[CH:11]=[C:10]2[C:5]([CH2:6][CH2:7][NH:8][C:9]2=[O:12])=[CH:4][CH:3]=1.[Br:13][CH2:14][CH2:15][CH2:16][CH2:17]Br.C([O-])([O-])=O.[K+].[K+].